Regression. Given a peptide amino acid sequence and an MHC pseudo amino acid sequence, predict their binding affinity value. This is MHC class I binding data. From a dataset of Peptide-MHC class I binding affinity with 185,985 pairs from IEDB/IMGT. (1) The peptide sequence is THNDEIMRMC. The MHC is H-2-Db with pseudo-sequence H-2-Db. The binding affinity (normalized) is 0. (2) The MHC is HLA-A02:01 with pseudo-sequence HLA-A02:01. The peptide sequence is FPGEKRVSK. The binding affinity (normalized) is 0.0847.